Predict the reactants needed to synthesize the given product. From a dataset of Full USPTO retrosynthesis dataset with 1.9M reactions from patents (1976-2016). (1) Given the product [C:14]1([C:17]2[CH:18]=[CH:19][CH:20]=[CH:21][CH:22]=2)[CH:13]=[CH:12][C:11]([C:10]2[CH2:9][CH2:8][O:7][CH2:6][C:5]=2[C:3]([OH:4])=[O:2])=[CH:16][CH:15]=1, predict the reactants needed to synthesize it. The reactants are: C[O:2][C:3]([C:5]1[CH2:6][O:7][CH2:8][CH2:9][C:10]=1[C:11]1[CH:16]=[CH:15][C:14]([C:17]2[CH:22]=[CH:21][CH:20]=[CH:19][CH:18]=2)=[CH:13][CH:12]=1)=[O:4].Cl.COCCOC. (2) Given the product [CH:12]1([CH2:11][CH:5]([C:6]([OH:8])=[O:7])[C:4]([OH:16])=[O:3])[CH2:15][CH2:14][CH2:13]1, predict the reactants needed to synthesize it. The reactants are: C([O:3][C:4](=[O:16])[CH:5]([CH2:11][CH:12]1[CH2:15][CH2:14][CH2:13]1)[C:6]([O:8]CC)=[O:7])C.[OH-].[K+]. (3) Given the product [C:3]1([OH:14])[C:4]2[C:9](=[CH:8][CH:7]=[CH:6][CH:5]=2)[CH:10]=[CH:11][CH:2]=1, predict the reactants needed to synthesize it. The reactants are: N[C:2]1[CH:3]=[C:4]2[C:9](=[CH:10][CH:11]=1)[CH:8]=[C:7](O)[CH:6]=[CH:5]2.C([O-])([O-])=[O:14].[K+].[K+].S1C=CC(C(Cl)=O)=C1. (4) Given the product [F:19][CH:2]([F:1])[C@H:3]1[CH2:8][C@H:7]([C:9]2[O:13][NH:12][C:11](=[O:14])[CH:10]=2)[CH2:6][CH2:5][NH:4]1, predict the reactants needed to synthesize it. The reactants are: [F:1][CH:2]([F:19])[C@H:3]1[CH2:8][C@H:7]([C:9]2[O:13][NH:12][C:11](=[O:14])[CH:10]=2)[CH2:6][CH2:5][N:4]1C(OC)=O.Br. (5) The reactants are: [CH2:1]([O:4][C:5](=[O:35])[C@H:6]([CH2:15][C:16]1[CH:21]=[CH:20][C:19]([O:22][C:23](OC2C=CC([N+]([O-])=O)=CC=2)=[O:24])=[CH:18][CH:17]=1)[NH:7][C:8]([O:10][C:11]([CH3:14])([CH3:13])[CH3:12])=[O:9])[CH:2]=[CH2:3].[NH2:36][CH2:37][CH2:38][CH:39]([N:43]([C:45]([O:47][C:48]([CH3:51])([CH3:50])[CH3:49])=[O:46])[CH3:44])[C:40]([OH:42])=[O:41]. Given the product [CH2:1]([O:4][C:5](=[O:35])[C@@H:6]([NH:7][C:8]([O:10][C:11]([CH3:14])([CH3:13])[CH3:12])=[O:9])[CH2:15][C:16]1[CH:21]=[CH:20][C:19]([O:22][C:23]([NH:36][CH2:37][CH2:38][CH:39]([N:43]([C:45]([O:47][C:48]([CH3:51])([CH3:50])[CH3:49])=[O:46])[CH3:44])[C:40]([OH:42])=[O:41])=[O:24])=[CH:18][CH:17]=1)[CH:2]=[CH2:3], predict the reactants needed to synthesize it.